This data is from Catalyst prediction with 721,799 reactions and 888 catalyst types from USPTO. The task is: Predict which catalyst facilitates the given reaction. (1) Reactant: [NH2:1][C:2]1[C:7]2[C:8]([C:11]3[CH:16]=[CH:15][C:14]([NH:17][C:18]([C:20]4[N:21]([CH3:29])[C:22]5[C:27]([CH:28]=4)=[CH:26][CH:25]=[CH:24][CH:23]=5)=[O:19])=[C:13]([O:30][CH3:31])[CH:12]=3)=[CH:9][S:10][C:6]=2[C:5](I)=[CH:4][N:3]=1.[CH3:33][N:34]([CH3:44])[C:35]1[CH:36]=[C:37](B(O)O)[CH:38]=[CH:39][CH:40]=1.C(=O)([O-])[O-].[Na+].[Na+]. Product: [NH2:1][C:2]1[C:7]2[C:8]([C:11]3[CH:16]=[CH:15][C:14]([NH:17][C:18]([C:20]4[N:21]([CH3:29])[C:22]5[C:27]([CH:28]=4)=[CH:26][CH:25]=[CH:24][CH:23]=5)=[O:19])=[C:13]([O:30][CH3:31])[CH:12]=3)=[CH:9][S:10][C:6]=2[C:5]([C:39]2[CH:38]=[CH:37][CH:36]=[C:35]([N:34]([CH3:44])[CH3:33])[CH:40]=2)=[CH:4][N:3]=1. The catalyst class is: 149. (2) Reactant: [CH3:1][Mg]I.[F:4][C:5]1[CH:10]=[CH:9][CH:8]=[CH:7][C:6]=1[C:11]1[CH:12]=[N:13][C:14]([N:17]2[C:25]3[C:20](=[CH:21][CH:22]=[C:23]([C:26]([N:28]4[CH2:33][CH2:32][O:31][CH2:30][CH2:29]4)=[O:27])[CH:24]=3)[C:19]([CH:34]=[O:35])=[CH:18]2)=[N:15][CH:16]=1. Product: [F:4][C:5]1[CH:10]=[CH:9][CH:8]=[CH:7][C:6]=1[C:11]1[CH:16]=[N:15][C:14]([N:17]2[C:25]3[C:20](=[CH:21][CH:22]=[C:23]([C:26]([N:28]4[CH2:33][CH2:32][O:31][CH2:30][CH2:29]4)=[O:27])[CH:24]=3)[C:19]([CH:34]([OH:35])[CH3:1])=[CH:18]2)=[N:13][CH:12]=1. The catalyst class is: 1.